Dataset: Reaction yield outcomes from USPTO patents with 853,638 reactions. Task: Predict the reaction yield, written as a fraction of the theoretical maximum amount of product (1.0 means a 100% yield; for example, 0.34 means a 34% yield). (1) The product is [CH3:9][C:5]1[N:6]=[CH:7][S:8][C:4]=1[CH2:3][S:10][C:11]1[N:16]=[C:15]([OH:17])[CH:14]=[C:13]([C:18]([F:21])([F:19])[F:20])[N:12]=1. The catalyst is C(O)C. The reactants are Br.Br[CH2:3][C:4]1[S:8][CH:7]=[N:6][C:5]=1[CH3:9].[SH:10][C:11]1[N:16]=[C:15]([OH:17])[CH:14]=[C:13]([C:18]([F:21])([F:20])[F:19])[N:12]=1.C(N(CC)CC)C. The yield is 0.450. (2) The reactants are [CH:1]1([N:6]2[C:14]3[CH:13]=[C:12]([C:15]4[CH:20]=[CH:19][C:18]([CH:21]=O)=[CH:17][C:16]=4[CH3:23])[CH:11]=[C:10]([C:24]([NH:26][CH2:27][C:28]4[C:29](=[O:36])[NH:30][C:31]([CH3:35])=[CH:32][C:33]=4[CH3:34])=[O:25])[C:9]=3[CH:8]=[N:7]2)[CH2:5][CH2:4][CH2:3][CH2:2]1.[NH:37]1[CH2:42][CH2:41][O:40][CH2:39][CH2:38]1.C(O)(=O)C.[BH3-]C#N.[Na+]. The catalyst is CO. The product is [CH:1]1([N:6]2[C:14]3[CH:13]=[C:12]([C:15]4[CH:20]=[CH:19][C:18]([CH2:21][N:37]5[CH2:42][CH2:41][O:40][CH2:39][CH2:38]5)=[CH:17][C:16]=4[CH3:23])[CH:11]=[C:10]([C:24]([NH:26][CH2:27][C:28]4[C:29](=[O:36])[NH:30][C:31]([CH3:35])=[CH:32][C:33]=4[CH3:34])=[O:25])[C:9]=3[CH:8]=[N:7]2)[CH2:2][CH2:3][CH2:4][CH2:5]1. The yield is 0.340. (3) The reactants are [CH3:1][O:2][C:3](=[O:11])[C:4]1[CH:9]=[CH:8][C:7](I)=[CH:6][CH:5]=1.[CH2:12]([NH:15][C:16](=[O:22])[O:17][C:18]([CH3:21])([CH3:20])[CH3:19])[C:13]#[CH:14]. The catalyst is N1CCCCC1.[Cu]I. The product is [C:18]([O:17][C:16]([NH:15][CH2:12][C:13]#[C:14][C:7]1[CH:8]=[CH:9][C:4]([C:3]([O:2][CH3:1])=[O:11])=[CH:5][CH:6]=1)=[O:22])([CH3:21])([CH3:20])[CH3:19]. The yield is 0.670. (4) The reactants are [OH:1][CH:2]1[CH2:7][CH2:6][NH:5][CH2:4][CH2:3]1.Cl[C:9]1[C:18]2[C:13](=[CH:14][C:15]([O:21][CH3:22])=[C:16]([O:19][CH3:20])[CH:17]=2)[N:12]=[CH:11][N:10]=1. The catalyst is C(O)(C)C. The product is [CH3:20][O:19][C:16]1[CH:17]=[C:18]2[C:13](=[CH:14][C:15]=1[O:21][CH3:22])[N:12]=[CH:11][N:10]=[C:9]2[N:5]1[CH2:6][CH2:7][CH:2]([OH:1])[CH2:3][CH2:4]1. The yield is 0.520. (5) The reactants are [Na+].[N+:2]([C:5]1[CH:11]=[C:10]([S:12]([O-:15])(=O)=[O:13])[CH:9]=[CH:8][C:6]=1[NH2:7])([O-:4])=[O:3].P(Cl)(Cl)([Cl:18])=O. No catalyst specified. The yield is 0.870. The product is [N+:2]([C:5]1[CH:11]=[C:10]([S:12]([Cl:18])(=[O:15])=[O:13])[CH:9]=[CH:8][C:6]=1[NH2:7])([O-:4])=[O:3]. (6) The reactants are [C:1](=O)(O)[O-].[Na+].Cl.[NH2:7][OH:8].[C:9]([C:11]1[CH:12]=[CH:13][C:14]([NH:17][C:18](=[O:24])[CH2:19][CH2:20][C:21]([OH:23])=[O:22])=[N:15][CH:16]=1)#[N:10]. The catalyst is O.CO. The product is [OH:8]/[N:7]=[C:9](/[C:11]1[CH:12]=[CH:13][C:14]([NH:17][C:18](=[O:24])[CH2:19][CH2:20][C:21]([O:23][CH3:1])=[O:22])=[N:15][CH:16]=1)\[NH2:10]. The yield is 0.400. (7) The reactants are [CH3:1][C:2]([CH3:36])([CH3:35])[C:3](=[O:34])[CH2:4][O:5][C:6]1[CH:11]=[CH:10][C:9]([C:12]([C:17]2[O:18][C:19]3[CH:25]=[CH:24][C:23]([C:26]([NH:28][CH2:29][C:30]([OH:32])=[O:31])=[O:27])=[CH:22][C:20]=3[CH:21]=2)([CH2:15][CH3:16])[CH2:13][CH3:14])=[CH:8][C:7]=1[CH3:33].[BH4-].[Na+]. The catalyst is C1COCC1. The product is [CH2:13]([C:12]([C:17]1[O:18][C:19]2[CH:25]=[CH:24][C:23]([C:26]([NH:28][CH2:29][C:30]([OH:32])=[O:31])=[O:27])=[CH:22][C:20]=2[CH:21]=1)([C:9]1[CH:10]=[CH:11][C:6]([O:5][CH2:4][CH:3]([OH:34])[C:2]([CH3:35])([CH3:36])[CH3:1])=[C:7]([CH3:33])[CH:8]=1)[CH2:15][CH3:16])[CH3:14]. The yield is 0.880. (8) The reactants are [CH3:1][O:2][C:3]([C:5]1([CH2:10][CH2:11][CH:12]=C)[CH2:9][CH2:8][CH2:7][CH2:6]1)=[O:4].I([O-])(=O)(=O)=[O:15].[Na+]. The catalyst is C(O)(C)C.O.[Os](=O)(=O)(=O)=O. The product is [CH3:1][O:2][C:3]([C:5]1([CH2:10][CH2:11][CH:12]=[O:15])[CH2:9][CH2:8][CH2:7][CH2:6]1)=[O:4]. The yield is 0.570.